From a dataset of Forward reaction prediction with 1.9M reactions from USPTO patents (1976-2016). Predict the product of the given reaction. (1) Given the reactants [NH2:1][C:2](=[O:27])[CH2:3][N:4]([C:9]1[CH:10]=[C:11]([CH:22]=[CH:23][C:24]=1[O:25][CH3:26])[C:12]([O:14]CC1C=CC=CC=1)=[O:13])[S:5]([CH3:8])(=[O:7])=[O:6], predict the reaction product. The product is: [NH2:1][C:2](=[O:27])[CH2:3][N:4]([C:9]1[CH:10]=[C:11]([CH:22]=[CH:23][C:24]=1[O:25][CH3:26])[C:12]([OH:14])=[O:13])[S:5]([CH3:8])(=[O:7])=[O:6]. (2) Given the reactants Cl.[NH2:2][OH:3].[F:4][C:5]([F:23])([F:22])[C:6]1[CH:7]=[C:8]([S:12]([N:15]2[CH2:20][CH2:19][C:18](=O)[CH2:17][CH2:16]2)(=[O:14])=[O:13])[CH:9]=[CH:10][CH:11]=1, predict the reaction product. The product is: [F:4][C:5]([F:23])([F:22])[C:6]1[CH:7]=[C:8]([S:12]([N:15]2[CH2:20][CH2:19][C:18](=[N:2][OH:3])[CH2:17][CH2:16]2)(=[O:14])=[O:13])[CH:9]=[CH:10][CH:11]=1.